Dataset: NCI-60 drug combinations with 297,098 pairs across 59 cell lines. Task: Regression. Given two drug SMILES strings and cell line genomic features, predict the synergy score measuring deviation from expected non-interaction effect. (1) Drug 1: CN(C(=O)NC(C=O)C(C(C(CO)O)O)O)N=O. Drug 2: CC1=C(C(=O)C2=C(C1=O)N3CC4C(C3(C2COC(=O)N)OC)N4)N. Cell line: NCI-H522. Synergy scores: CSS=35.4, Synergy_ZIP=-2.80, Synergy_Bliss=0.851, Synergy_Loewe=-62.6, Synergy_HSA=0.956. (2) Drug 1: CC1=C(C(CCC1)(C)C)C=CC(=CC=CC(=CC(=O)O)C)C. Drug 2: COCCOC1=C(C=C2C(=C1)C(=NC=N2)NC3=CC=CC(=C3)C#C)OCCOC.Cl. Cell line: BT-549. Synergy scores: CSS=2.21, Synergy_ZIP=1.77, Synergy_Bliss=4.31, Synergy_Loewe=-1.07, Synergy_HSA=-1.86. (3) Drug 1: CC1OCC2C(O1)C(C(C(O2)OC3C4COC(=O)C4C(C5=CC6=C(C=C35)OCO6)C7=CC(=C(C(=C7)OC)O)OC)O)O. Drug 2: COCCOC1=C(C=C2C(=C1)C(=NC=N2)NC3=CC=CC(=C3)C#C)OCCOC. Cell line: OVCAR3. Synergy scores: CSS=49.3, Synergy_ZIP=-1.09, Synergy_Bliss=-1.58, Synergy_Loewe=1.66, Synergy_HSA=8.50. (4) Drug 1: C1=CC(=C2C(=C1NCCNCCO)C(=O)C3=C(C=CC(=C3C2=O)O)O)NCCNCCO. Drug 2: CCC1(C2=C(COC1=O)C(=O)N3CC4=CC5=C(C=CC(=C5CN(C)C)O)N=C4C3=C2)O.Cl. Cell line: A498. Synergy scores: CSS=33.8, Synergy_ZIP=-0.931, Synergy_Bliss=-0.104, Synergy_Loewe=1.49, Synergy_HSA=3.76. (5) Drug 1: CC1CCC2CC(C(=CC=CC=CC(CC(C(=O)C(C(C(=CC(C(=O)CC(OC(=O)C3CCCCN3C(=O)C(=O)C1(O2)O)C(C)CC4CCC(C(C4)OC)O)C)C)O)OC)C)C)C)OC. Drug 2: C1CC(=O)NC(=O)C1N2C(=O)C3=CC=CC=C3C2=O. Cell line: U251. Synergy scores: CSS=11.8, Synergy_ZIP=-1.16, Synergy_Bliss=5.34, Synergy_Loewe=-23.3, Synergy_HSA=0.171. (6) Drug 1: CC1C(C(CC(O1)OC2CC(CC3=C2C(=C4C(=C3O)C(=O)C5=C(C4=O)C(=CC=C5)OC)O)(C(=O)CO)O)N)O.Cl. Drug 2: CN(C)N=NC1=C(NC=N1)C(=O)N. Cell line: TK-10. Synergy scores: CSS=13.9, Synergy_ZIP=-3.88, Synergy_Bliss=-0.206, Synergy_Loewe=0.273, Synergy_HSA=1.41. (7) Drug 1: C1CCC(CC1)NC(=O)N(CCCl)N=O. Drug 2: CN1C2=C(C=C(C=C2)N(CCCl)CCCl)N=C1CCCC(=O)O.Cl. Cell line: SK-OV-3. Synergy scores: CSS=11.5, Synergy_ZIP=-0.959, Synergy_Bliss=0.334, Synergy_Loewe=-2.58, Synergy_HSA=0.343.